From a dataset of Catalyst prediction with 721,799 reactions and 888 catalyst types from USPTO. Predict which catalyst facilitates the given reaction. (1) Reactant: [N+:1]([C:4]1[CH:5]=[C:6]([CH:10]=[CH:11][C:12]=1[O:13][C:14]([F:17])([F:16])[F:15])[C:7]([OH:9])=[O:8])([O-:3])=[O:2].[CH3:18]O. Product: [N+:1]([C:4]1[CH:5]=[C:6]([CH:10]=[CH:11][C:12]=1[O:13][C:14]([F:15])([F:16])[F:17])[C:7]([O:9][CH3:18])=[O:8])([O-:3])=[O:2]. The catalyst class is: 82. (2) Reactant: [NH:1]1[C:9]2[C:4](=[CH:5][CH:6]=[C:7]([CH:10]([C:14]3[CH:19]=[CH:18][CH:17]=[CH:16][CH:15]=3)[CH2:11][C:12]#[N:13])[CH:8]=2)[CH:3]=[CH:2]1.[H-].[H-].[H-].[H-].[Li+].[Al+3]. Product: [NH:1]1[C:9]2[C:4](=[CH:5][CH:6]=[C:7]([CH:10]([C:14]3[CH:19]=[CH:18][CH:17]=[CH:16][CH:15]=3)[CH2:11][CH2:12][NH2:13])[CH:8]=2)[CH:3]=[CH:2]1. The catalyst class is: 1. (3) Reactant: Cl[C:2]1[N:7]=[C:6]([O:8][CH2:9][C:10]([F:13])([F:12])[F:11])[N:5]=[C:4]([NH:14][C:15]2[CH:27]=[CH:26][C:18]([C:19]([O:21][C:22]([CH3:25])([CH3:24])[CH3:23])=[O:20])=[CH:17][CH:16]=2)[N:3]=1.[NH2:28][CH2:29][C:30]1[CH:36]=[CH:35][C:33]([NH2:34])=[CH:32][CH:31]=1.CCN(C(C)C)C(C)C. Product: [NH2:34][C:33]1[CH:35]=[CH:36][C:30]([CH2:29][NH:28][C:2]2[N:7]=[C:6]([O:8][CH2:9][C:10]([F:13])([F:12])[F:11])[N:5]=[C:4]([NH:14][C:15]3[CH:27]=[CH:26][C:18]([C:19]([O:21][C:22]([CH3:25])([CH3:24])[CH3:23])=[O:20])=[CH:17][CH:16]=3)[N:3]=2)=[CH:31][CH:32]=1. The catalyst class is: 76.